Dataset: hERG Central: cardiac toxicity at 1µM, 10µM, and general inhibition. Task: Predict hERG channel inhibition at various concentrations. (1) The drug is CCN1CCN(c2ccc([N+](=O)[O-])cc2C#N)CC1. Results: hERG_inhib (hERG inhibition (general)): blocker. (2) The drug is O=C(NC1CCN(Cc2ccccc2)CC1)C1CCCN(S(=O)(=O)c2cccc3nonc23)C1. Results: hERG_inhib (hERG inhibition (general)): blocker.